This data is from Full USPTO retrosynthesis dataset with 1.9M reactions from patents (1976-2016). The task is: Predict the reactants needed to synthesize the given product. (1) The reactants are: Cl.[CH:2]([N:5]1[C:13]2[C:8](=[CH:9][C:10]([C:14]3[O:18][N:17]=[C:16]([C:19]4[C:20]([CH3:29])=[C:21]5[C:26](=[CH:27][CH:28]=4)[CH2:25][NH:24][CH2:23][CH2:22]5)[N:15]=3)=[CH:11][CH:12]=2)[CH:7]=[CH:6]1)([CH3:4])[CH3:3].Br[CH2:31][C:32]([O:34][CH2:35][CH3:36])=[O:33]. Given the product [CH2:35]([O:34][C:32](=[O:33])[CH2:31][N:24]1[CH2:23][CH2:22][C:21]2[C:26](=[CH:27][CH:28]=[C:19]([C:16]3[N:15]=[C:14]([C:10]4[CH:9]=[C:8]5[C:13](=[CH:12][CH:11]=4)[N:5]([CH:2]([CH3:4])[CH3:3])[CH:6]=[CH:7]5)[O:18][N:17]=3)[C:20]=2[CH3:29])[CH2:25]1)[CH3:36], predict the reactants needed to synthesize it. (2) Given the product [Cl-:1].[C:13]([NH:12][C:9]1[CH:10]=[CH:11][C:6]([O:5][C:3](=[O:4])[CH2:2][N+:16]2[CH:21]=[CH:20][CH:19]=[CH:18][CH:17]=2)=[CH:7][CH:8]=1)(=[O:15])[CH3:14], predict the reactants needed to synthesize it. The reactants are: [Cl:1][CH2:2][C:3]([O:5][C:6]1[CH:11]=[CH:10][C:9]([NH:12][C:13](=[O:15])[CH3:14])=[CH:8][CH:7]=1)=[O:4].[N:16]1[CH:21]=[CH:20][CH:19]=[CH:18][CH:17]=1. (3) Given the product [CH3:7][N:8]1[C:9]([CH3:19])=[CH:10][C:11]([C:13]2[CH:18]=[CH:17][CH:16]=[CH:15][CH:14]=2)=[C:12]1[C:1](=[O:5])[C:2]([Cl:4])=[O:3], predict the reactants needed to synthesize it. The reactants are: [C:1](Cl)(=[O:5])[C:2]([Cl:4])=[O:3].[CH3:7][N:8]1[CH:12]=[C:11]([C:13]2[CH:18]=[CH:17][CH:16]=[CH:15][CH:14]=2)[CH:10]=[C:9]1[CH3:19]. (4) Given the product [CH3:38][C:39]1([CH3:52])[S:43](=[O:44])(=[O:45])[C@@H:42]2[CH2:46][C:47](=[O:48])[N:41]2[C@H:40]1[C:49]([OH:51])=[O:50], predict the reactants needed to synthesize it. The reactants are: CCN1C(=O)C(=O)N(C(N[C@@H](C(N[C@@H]2C(=O)N3[C@@H](C([O-])=O)C(C)(C)S[C@H]23)=O)C2C=CC=CC=2)=O)CC1.[Na+].[CH3:38][C:39]1([CH3:52])[S:43](=[O:45])(=[O:44])[C@@H:42]2[CH2:46][C:47](=[O:48])[N:41]2[C@H:40]1[C:49]([O-:51])=[O:50].[Na+]. (5) Given the product [Cl:25][C:9]1[N:10]=[C:11]([C@@H:13]2[CH2:17][CH2:16][CH2:15][N:14]2[C:18]([O:20][C:21]([CH3:24])([CH3:23])[CH3:22])=[O:19])[NH:12][C:8]=1[C:5]1[CH:6]=[CH:7][C:2]([C:39]2[CH:38]=[CH:37][C:36]3[C:41](=[CH:42][CH:43]=[C:34]([B:29]4[O:28][C:27]([CH3:53])([CH3:26])[C:31]([CH3:33])([CH3:32])[O:30]4)[CH:35]=3)[CH:40]=2)=[CH:3][CH:4]=1, predict the reactants needed to synthesize it. The reactants are: Br[C:2]1[CH:7]=[CH:6][C:5]([C:8]2[NH:12][C:11]([C@@H:13]3[CH2:17][CH2:16][CH2:15][N:14]3[C:18]([O:20][C:21]([CH3:24])([CH3:23])[CH3:22])=[O:19])=[N:10][C:9]=2[Cl:25])=[CH:4][CH:3]=1.[CH3:26][C:27]1([CH3:53])[C:31]([CH3:33])([CH3:32])[O:30][B:29]([C:34]2[CH:43]=[CH:42][C:41]3[C:36](=[CH:37][CH:38]=[C:39](B4OC(C)(C)C(C)(C)O4)[CH:40]=3)[CH:35]=2)[O:28]1. (6) Given the product [Br:1][C:2]1[CH:3]=[C:4]([CH2:5][O:6][C:27]2[C:22]([NH:21][S:18]([C:12]3[CH:13]=[CH:14][CH:15]=[C:16]([Cl:17])[C:11]=3[Cl:10])(=[O:20])=[O:19])=[N:23][CH:24]=[C:25]([Cl:29])[N:26]=2)[CH:7]=[CH:8][CH:9]=1, predict the reactants needed to synthesize it. The reactants are: [Br:1][C:2]1[CH:3]=[C:4]([CH:7]=[CH:8][CH:9]=1)[CH2:5][OH:6].[Cl:10][C:11]1[C:16]([Cl:17])=[CH:15][CH:14]=[CH:13][C:12]=1[S:18]([NH:21][C:22]1[C:27](Cl)=[N:26][C:25]([Cl:29])=[CH:24][N:23]=1)(=[O:20])=[O:19]. (7) Given the product [F:1][C:2]1[CH:7]=[CH:6][C:5]([S:8]([C:11]2[C:12]([CH:24]([CH3:26])[CH3:25])=[CH:13][C:14]([CH:21]([CH3:23])[CH3:22])=[C:15]([S:17]([NH:35][CH2:34][CH2:33][C:29]3[CH:28]=[N:27][CH:32]=[CH:31][CH:30]=3)(=[O:19])=[O:18])[CH:16]=2)(=[O:10])=[O:9])=[CH:4][CH:3]=1, predict the reactants needed to synthesize it. The reactants are: [F:1][C:2]1[CH:7]=[CH:6][C:5]([S:8]([C:11]2[C:12]([CH:24]([CH3:26])[CH3:25])=[CH:13][C:14]([CH:21]([CH3:23])[CH3:22])=[C:15]([S:17](Cl)(=[O:19])=[O:18])[CH:16]=2)(=[O:10])=[O:9])=[CH:4][CH:3]=1.[N:27]1[CH:32]=[CH:31][CH:30]=[C:29]([CH2:33][CH2:34][NH2:35])[CH:28]=1. (8) Given the product [CH3:1][C:2]1[N:3]([CH2:14][C:13]2[CH:16]=[CH:17][C:10]([N+:7]([O-:9])=[O:8])=[CH:11][CH:12]=2)[CH:4]=[N:5][CH:6]=1, predict the reactants needed to synthesize it. The reactants are: [CH3:1][C:2]1[N:3]=[CH:4][NH:5][CH:6]=1.[N+:7]([C:10]1[CH:17]=[CH:16][C:13]([CH2:14]Br)=[CH:12][CH:11]=1)([O-:9])=[O:8].C(=O)([O-])[O-].[K+].[K+].CN(C)C=O. (9) Given the product [CH3:1][C:2]1([S:18]([C:21]2[CH:26]=[CH:25][CH:24]=[C:23]([C:27]([F:29])([F:30])[F:28])[CH:22]=2)(=[O:19])=[O:20])[CH2:7][CH2:6][O:5][CH:4]([C:8]2[CH:15]=[C:14]([S:33]([CH3:37])(=[O:35])=[O:34])[CH:13]=[CH:12][C:9]=2[C:10]#[N:11])[CH2:3]1, predict the reactants needed to synthesize it. The reactants are: [CH3:1][C:2]1([S:18]([C:21]2[CH:26]=[CH:25][CH:24]=[C:23]([C:27]([F:30])([F:29])[F:28])[CH:22]=2)(=[O:20])=[O:19])[CH2:7][CH2:6][O:5][CH:4]([C:8]2[CH:15]=[C:14](SC)[CH:13]=[CH:12][C:9]=2[C:10]#[N:11])[CH2:3]1.OO[S:33]([O-:35])=[O:34].[K+].[CH3:37]O.